Dataset: Full USPTO retrosynthesis dataset with 1.9M reactions from patents (1976-2016). Task: Predict the reactants needed to synthesize the given product. (1) Given the product [CH3:1][O:2][C:3]([CH:5]1[CH2:11][NH:10][CH2:9][CH2:8][CH2:7][N:6]1[S:19]([C:22]1[CH:27]=[CH:26][C:25]([O:28][CH3:29])=[CH:24][CH:23]=1)(=[O:21])=[O:20])=[O:4], predict the reactants needed to synthesize it. The reactants are: [CH3:1][O:2][C:3]([CH:5]1[CH2:11][N:10](CC2C=CC=CC=2)[CH2:9][CH2:8][CH2:7][N:6]1[S:19]([C:22]1[CH:27]=[CH:26][C:25]([O:28][CH3:29])=[CH:24][CH:23]=1)(=[O:21])=[O:20])=[O:4].[H][H]. (2) Given the product [ClH:13].[CH3:1][N:2]([CH3:10])[CH2:3]/[CH:4]=[CH:5]/[C:6]([OH:8])=[O:7], predict the reactants needed to synthesize it. The reactants are: [CH3:1][N:2]([CH3:10])[CH2:3]/[CH:4]=[CH:5]/[C:6]([O:8]C)=[O:7].[OH-].[Na+].[ClH:13]. (3) Given the product [C:27]([Si:24]([CH3:26])([CH3:25])[O:23][C:18]1[CH:19]=[CH:20][C:21]2[C:22]3[CH:5]([CH2:4][CH:3]=[O:2])[O:6][C:7]4[CH:8]=[C:9]([O:31][Si:32]([C:35]([CH3:38])([CH3:37])[CH3:36])([CH3:33])[CH3:34])[CH:10]=[CH:11][C:12]=4[C:13]=3[CH2:14][O:15][C:16]=2[CH:17]=1)([CH3:30])([CH3:29])[CH3:28], predict the reactants needed to synthesize it. The reactants are: C[O:2][C:3](=O)[CH2:4][CH:5]1[C:22]2[C:21]3[CH:20]=[CH:19][C:18]([O:23][Si:24]([C:27]([CH3:30])([CH3:29])[CH3:28])([CH3:26])[CH3:25])=[CH:17][C:16]=3[O:15][CH2:14][C:13]=2[C:12]2[CH:11]=[CH:10][C:9]([O:31][Si:32]([C:35]([CH3:38])([CH3:37])[CH3:36])([CH3:34])[CH3:33])=[CH:8][C:7]=2[O:6]1.CC(C[AlH]CC(C)C)C. (4) Given the product [NH2:1][C:2]1[CH:10]=[CH:9][CH:8]=[C:7]2[C:3]=1[C:4](=[O:16])[N:5]([CH2:12][C:13]([N:20]1[CH2:19][CH2:18][N:17]([C:23]([O:25][C:26]([CH3:29])([CH3:28])[CH3:27])=[O:24])[CH2:22][CH2:21]1)=[O:15])[C:6]2=[O:11], predict the reactants needed to synthesize it. The reactants are: [NH2:1][C:2]1[CH:10]=[CH:9][CH:8]=[C:7]2[C:3]=1[C:4](=[O:16])[N:5]([CH2:12][C:13]([OH:15])=O)[C:6]2=[O:11].[N:17]1([C:23]([O:25][C:26]([CH3:29])([CH3:28])[CH3:27])=[O:24])[CH2:22][CH2:21][NH:20][CH2:19][CH2:18]1.Cl.CN(C)CCCN=C=NCC.ON1C2C=CC=CC=2N=N1.C(N(CC)CC)C. (5) Given the product [N:1]([C:4]1[CH:10]=[CH:9][C:7]([NH:8][CH2:29][CH:27]([OH:28])[CH2:26][N:16]2[C:17]3[CH:18]=[CH:19][C:20]([Br:25])=[CH:21][C:22]=3[C:23]3[C:15]2=[CH:14][CH:13]=[C:12]([Br:11])[CH:24]=3)=[CH:6][CH:5]=1)=[N+:2]=[N-:3], predict the reactants needed to synthesize it. The reactants are: [N:1]([C:4]1[CH:10]=[CH:9][C:7]([NH2:8])=[CH:6][CH:5]=1)=[N+:2]=[N-:3].[Br:11][C:12]1[CH:13]=[CH:14][C:15]2[N:16]([CH2:26][CH:27]3[CH2:29][O:28]3)[C:17]3[C:22]([C:23]=2[CH:24]=1)=[CH:21][C:20]([Br:25])=[CH:19][CH:18]=3.[Li+].[Br-]. (6) The reactants are: [Br-].[NH:2]1[C:10]2[C:5](=[CH:6][CH:7]=[CH:8][CH:9]=2)[C:4]([C:11](=[O:14])[CH2:12][NH3+:13])=[CH:3]1.C(N(C(C)C)C(C)C)C.[C:24]1([N:34]=[C:35]=[O:36])[C:33]2[C:28](=[CH:29][CH:30]=[CH:31][CH:32]=2)[CH:27]=[CH:26][CH:25]=1. Given the product [NH:2]1[C:10]2[C:5](=[CH:6][CH:7]=[CH:8][CH:9]=2)[C:4]([C:11](=[O:14])[CH2:12][NH:13][C:35]([NH:34][C:24]2[C:33]3[C:28](=[CH:29][CH:30]=[CH:31][CH:32]=3)[CH:27]=[CH:26][CH:25]=2)=[O:36])=[CH:3]1, predict the reactants needed to synthesize it. (7) The reactants are: [Cl:1][C:2]1[CH:7]=[CH:6][CH:5]=[C:4]([Cl:8])[C:3]=1[C:9]1[S:10][C:11]2[CH:12]=[N+:13]([O-])[CH:14]=[C:15]([F:18])[C:16]=2[N:17]=1.P(Cl)(Cl)([Cl:22])=O. Given the product [Cl:22][C:12]1[C:11]2[S:10][C:9]([C:3]3[C:2]([Cl:1])=[CH:7][CH:6]=[CH:5][C:4]=3[Cl:8])=[N:17][C:16]=2[C:15]([F:18])=[CH:14][N:13]=1, predict the reactants needed to synthesize it.